Dataset: Full USPTO retrosynthesis dataset with 1.9M reactions from patents (1976-2016). Task: Predict the reactants needed to synthesize the given product. (1) Given the product [CH:3]1[N:7]=[CH:6][N:5]([CH2:8][C:9]([P:11]([O-:14])([OH:13])=[O:12])([P:15]([O-:17])([OH:18])=[O:16])[OH:10])[CH:4]=1.[OH2:1].[OH2:10].[OH2:10].[OH2:10].[Na+:2].[Na+:2], predict the reactants needed to synthesize it. The reactants are: [OH-:1].[Na+:2].[CH:3]1[N:7]=[CH:6][N:5]([CH2:8][C:9]([P:15]([OH:18])([OH:17])=[O:16])([P:11]([OH:14])([OH:13])=[O:12])[OH:10])[CH:4]=1.CO. (2) Given the product [N+:11]([C:14]1[CH:15]=[C:16]([CH:19]=[CH:20][CH:21]=1)[CH2:17][NH:1][C:2]1[CH:10]=[CH:9][C:5]([C:6]([NH2:8])=[O:7])=[CH:4][CH:3]=1)([O-:13])=[O:12], predict the reactants needed to synthesize it. The reactants are: [NH2:1][C:2]1[CH:10]=[CH:9][C:5]([C:6]([NH2:8])=[O:7])=[CH:4][CH:3]=1.[N+:11]([C:14]1[CH:15]=[C:16]([CH:19]=[CH:20][CH:21]=1)[CH:17]=O)([O-:13])=[O:12].C(O)(=O)C.C(O[BH-](OC(=O)C)OC(=O)C)(=O)C.[Na+].C(=O)([O-])O.[Na+]. (3) Given the product [F:1][C:2]1[C:18]([F:19])=[C:17]([CH2:20][CH2:21][C:22](=[O:38])[C:23]2[S:24][C:25]([C:28]3[CH:29]=[CH:30][C:31]([C:34]([F:35])([F:36])[F:37])=[CH:32][CH:33]=3)=[CH:26][CH:27]=2)[CH:16]=[CH:15][C:3]=1[O:4][C:5]([CH3:13])([CH3:14])[C:6]([OH:8])=[O:7], predict the reactants needed to synthesize it. The reactants are: [F:1][C:2]1[C:18]([F:19])=[C:17]([CH2:20][CH2:21][C:22](=[O:38])[C:23]2[S:24][C:25]([C:28]3[CH:33]=[CH:32][C:31]([C:34]([F:37])([F:36])[F:35])=[CH:30][CH:29]=3)=[CH:26][CH:27]=2)[CH:16]=[CH:15][C:3]=1[O:4][C:5]([CH3:14])([CH3:13])[C:6]([O:8]C(C)(C)C)=[O:7].FC(F)(F)C(O)=O. (4) Given the product [C:28]([CH2:27][C:23]1([N:21]2[CH:22]=[C:18]([C:17]3[C:12]4[CH:11]=[CH:10][N:9]([CH2:8][O:7][CH2:6][CH2:5][Si:4]([CH3:30])([CH3:3])[CH3:31])[C:13]=4[N:14]=[CH:15][N:16]=3)[CH:19]=[N:20]2)[CH2:24][N:25]([C:33]2[C:46]([F:47])=[CH:45][C:36]([C:37]([NH:39][C@@H:40]([CH:42]3[CH2:43][CH2:44]3)[CH3:41])=[O:38])=[C:35]([F:48])[CH:34]=2)[CH2:26]1)#[N:29], predict the reactants needed to synthesize it. The reactants are: Cl.Cl.[CH3:3][Si:4]([CH3:31])([CH3:30])[CH2:5][CH2:6][O:7][CH2:8][N:9]1[C:13]2[N:14]=[CH:15][N:16]=[C:17]([C:18]3[CH:19]=[N:20][N:21]([C:23]4([CH2:27][C:28]#[N:29])[CH2:26][NH:25][CH2:24]4)[CH:22]=3)[C:12]=2[CH:11]=[CH:10]1.Cl[C:33]1[C:46]([F:47])=[CH:45][C:36]([C:37]([NH:39][C@@H:40]([CH:42]2[CH2:44][CH2:43]2)[CH3:41])=[O:38])=[C:35]([F:48])[CH:34]=1.C(=O)([O-])[O-].[Cs+].[Cs+].C1C=CC(P(C2C=CC3C(=CC=CC=3)C=2C2C3C(=CC=CC=3)C=CC=2P(C2C=CC=CC=2)C2C=CC=CC=2)C2C=CC=CC=2)=CC=1.C1(C)C=CC=CC=1. (5) Given the product [NH2:1][C:2]1[N:7]=[CH:6][C:5]([C:8]2[CH:9]=[C:10]([CH:19]=[CH:20][CH:21]=2)[C:11]([NH:13][CH2:14][CH2:15][N:16]([CH3:18])[CH3:17])=[O:12])=[CH:4][C:3]=1[C:33]1[CH:34]=[CH:35][C:30]([F:29])=[C:31]([C:39]([F:42])([F:41])[F:40])[CH:32]=1, predict the reactants needed to synthesize it. The reactants are: [NH2:1][C:2]1[N:7]=[CH:6][C:5]([C:8]2[CH:9]=[C:10]([CH:19]=[CH:20][CH:21]=2)[C:11]([NH:13][CH2:14][CH2:15][N:16]([CH3:18])[CH3:17])=[O:12])=[CH:4][C:3]=1Br.C(=O)([O-])[O-].[K+].[K+].[F:29][C:30]1[CH:35]=[CH:34][C:33](B(O)O)=[CH:32][C:31]=1[C:39]([F:42])([F:41])[F:40]. (6) Given the product [F:1][C:2]1[CH:7]=[CH:6][C:5]([NH:8][C:9](=[O:20])[C:10]2[CH:15]=[CH:14][CH:13]=[C:12]([C:16]([F:19])([F:17])[F:18])[CH:11]=2)=[CH:4][C:3]=1[C:21]1[N:26]2[N:27]=[CH:28][C:29]([C:30]([O:32][CH3:33])=[O:31])=[C:25]2[N:24]=[CH:23][CH:22]=1, predict the reactants needed to synthesize it. The reactants are: [F:1][C:2]1[CH:7]=[CH:6][C:5]([NH:8][C:9](=[O:20])[C:10]2[CH:15]=[CH:14][CH:13]=[C:12]([C:16]([F:19])([F:18])[F:17])[CH:11]=2)=[CH:4][C:3]=1[C:21]1[N:26]2[N:27]=[CH:28][C:29]([C:30]([O:32][CH2:33]C)=[O:31])=[C:25]2[N:24]=[CH:23][CH:22]=1.CO.[OH-].[Na+].Cl. (7) Given the product [C@H:15]1([NH:14][C:11]2[O:12][CH2:13][C:8]3[CH:7]=[C:6]([NH:5][C:3](=[O:4])[CH2:2][N:26]4[CH2:31][CH2:30][O:29][CH2:28][CH2:27]4)[CH:25]=[CH:24][C:9]=3[N:10]=2)[C:23]2[C:18](=[CH:19][CH:20]=[CH:21][CH:22]=2)[CH2:17][CH2:16]1, predict the reactants needed to synthesize it. The reactants are: Cl[CH2:2][C:3]([NH:5][C:6]1[CH:25]=[CH:24][C:9]2[N:10]=[C:11]([NH:14][C@H:15]3[C:23]4[C:18](=[CH:19][CH:20]=[CH:21][CH:22]=4)[CH2:17][CH2:16]3)[O:12][CH2:13][C:8]=2[CH:7]=1)=[O:4].[NH:26]1[CH2:31][CH2:30][O:29][CH2:28][CH2:27]1. (8) Given the product [CH3:1][C:2]1[C:3]([C:9]([C:11]2[CH:16]=[CH:15][CH:14]=[CH:13][CH:12]=2)=[N:18][OH:19])=[N:4][C:5]([CH3:8])=[CH:6][N:7]=1, predict the reactants needed to synthesize it. The reactants are: [CH3:1][C:2]1[C:3]([C:9]([C:11]2[CH:16]=[CH:15][CH:14]=[CH:13][CH:12]=2)=O)=[N:4][C:5]([CH3:8])=[CH:6][N:7]=1.Cl.[NH2:18][OH:19]. (9) Given the product [CH3:25][C:13]([CH3:14])([O:1][C:2]1[CH:9]=[C:8]([N+:10]([O-:12])=[O:11])[CH:7]=[CH:6][C:3]=1[C:4]#[N:5])[C:23]#[CH:22], predict the reactants needed to synthesize it. The reactants are: [OH:1][C:2]1[CH:9]=[C:8]([N+:10]([O-:12])=[O:11])[CH:7]=[CH:6][C:3]=1[C:4]#[N:5].[CH2:13]1[CH2:23][CH2:22]N2C(=NCCC2)C[CH2:14]1.F[C:25](F)(F)C([O-])=O.